From a dataset of Full USPTO retrosynthesis dataset with 1.9M reactions from patents (1976-2016). Predict the reactants needed to synthesize the given product. (1) Given the product [Cl:25][C:22]1[CH:23]=[CH:24][C:19]([C:12]2[N:13]=[C:14]([C:15]([O:17][CH3:18])=[O:16])[C:9]3[C:31]([CH3:32])=[CH:30][N:29]([S:34]([CH3:33])(=[O:36])=[O:35])[C:10]=3[N:11]=2)=[C:20]([F:28])[C:21]=1[O:26][CH3:27], predict the reactants needed to synthesize it. The reactants are: C(N(CC)CC)C.Cl[C:9]1[C:10]([NH:29][CH2:30][CH:31]=[CH2:32])=[N:11][C:12]([C:19]2[CH:24]=[CH:23][C:22]([Cl:25])=[C:21]([O:26][CH3:27])[C:20]=2[F:28])=[N:13][C:14]=1[C:15]([O:17][CH3:18])=[O:16].[CH3:33][S:34](Cl)(=[O:36])=[O:35]. (2) Given the product [Cl:27][C:10]1[C:9]2[C:5]([CH2:4][C:3]([OH:28])=[O:2])=[CH:6][S:7][C:8]=2[C:13]([F:14])=[C:12]([O:15][CH2:16][C:17]2[N:21]([CH3:22])[N:20]=[C:19]([C:23]([F:25])([F:26])[F:24])[CH:18]=2)[CH:11]=1, predict the reactants needed to synthesize it. The reactants are: C[O:2][C:3](=[O:28])[CH2:4][C:5]1[C:9]2[C:10]([Cl:27])=[CH:11][C:12]([O:15][CH2:16][C:17]3[N:21]([CH3:22])[N:20]=[C:19]([C:23]([F:26])([F:25])[F:24])[CH:18]=3)=[C:13]([F:14])[C:8]=2[S:7][CH:6]=1.C1COCC1.[OH-].[Na+].Cl. (3) The reactants are: [C:1]([O:5][C:6]([NH:8][C@H:9]([CH2:29][C:30]1[CH:35]=[C:34]([F:36])[C:33]([F:37])=[CH:32][C:31]=1[F:38])[CH2:10][C:11]([N:13]1[CH2:18][CH2:17][N:16]2[C:19]([C:25]([F:28])([F:27])[F:26])=[N:20][C:21]([C:22](O)=[O:23])=[C:15]2[CH2:14]1)=[O:12])=[O:7])([CH3:4])([CH3:3])[CH3:2].N[C:40]1[CH:41]=[N:42][CH:43]=[CH:44][CH:45]=1.C([N:48](CC)CC)C.O=C1N(P(Cl)(N2CCOC2=O)=O)CCO1. Given the product [C:1]([O:5][C:6](=[O:7])[NH:8][C@H:9]([CH2:29][C:30]1[CH:35]=[C:34]([F:36])[C:33]([F:37])=[CH:32][C:31]=1[F:38])[CH2:10][C:11](=[O:12])[N:13]1[CH2:18][CH2:17][N:16]2[C:19]([C:25]([F:28])([F:27])[F:26])=[N:20][C:21]([C:22](=[O:23])[NH:48][C:43]3[CH:44]=[CH:45][CH:40]=[CH:41][N:42]=3)=[C:15]2[CH2:14]1)([CH3:4])([CH3:2])[CH3:3], predict the reactants needed to synthesize it. (4) Given the product [O:1]1[CH2:6][CH2:5][O:4][C:3]2[CH:7]=[C:8]([C:11](=[O:13])[CH2:12][CH2:15][N:16]([CH3:18])[CH3:17])[CH:9]=[CH:10][C:2]1=2, predict the reactants needed to synthesize it. The reactants are: [O:1]1[CH2:6][CH2:5][O:4][C:3]2[CH:7]=[C:8]([C:11](=[O:13])[CH3:12])[CH:9]=[CH:10][C:2]1=2.Cl.[CH3:15][NH:16][CH3:17].[CH2:18]=O.